From a dataset of Forward reaction prediction with 1.9M reactions from USPTO patents (1976-2016). Predict the product of the given reaction. (1) Given the reactants [C:1](=[O:13])([O:6][CH:7]1[CH2:12][CH2:11][CH2:10][CH2:9][CH2:8]1)[O:2][CH:3](Cl)[CH3:4].[I-:14].[Na+], predict the reaction product. The product is: [C:1](=[O:13])([O:2][CH:3]([I:14])[CH3:4])[O:6][CH:7]1[CH2:12][CH2:11][CH2:10][CH2:9][CH2:8]1. (2) Given the reactants [NH2:1][C:2]1[CH:7]=[CH:6][C:5]([N:8]2[C:12](=[O:13])[C:11]([CH3:15])([CH3:14])[N:10]([CH2:16][CH2:17][CH2:18][CH2:19][CH2:20][CH2:21][CH2:22][CH2:23][CH2:24][S:25][CH2:26][CH2:27][CH2:28][C:29]([F:35])([F:34])[C:30]([F:33])([F:32])[F:31])[C:9]2=[O:36])=[CH:4][C:3]=1[CH3:37].CCN(CC)CC.Cl[S:46]([N:49]=[C:50]=[O:51])(=[O:48])=[O:47].[CH3:52][C:53]([OH:56])([CH3:55])[CH3:54], predict the reaction product. The product is: [CH3:14][C:11]1([CH3:15])[C:12](=[O:13])[N:8]([C:5]2[CH:6]=[CH:7][C:2]([NH:1][S:46]([NH:49][C:50](=[O:51])[O:56][C:53]([CH3:55])([CH3:54])[CH3:52])(=[O:48])=[O:47])=[C:3]([CH3:37])[CH:4]=2)[C:9](=[O:36])[N:10]1[CH2:16][CH2:17][CH2:18][CH2:19][CH2:20][CH2:21][CH2:22][CH2:23][CH2:24][S:25][CH2:26][CH2:27][CH2:28][C:29]([F:35])([F:34])[C:30]([F:33])([F:31])[F:32].